Predict the reactants needed to synthesize the given product. From a dataset of Full USPTO retrosynthesis dataset with 1.9M reactions from patents (1976-2016). (1) Given the product [O:54]1[CH:58]=[CH:57][CH:56]=[C:55]1[C:59]([N:61]1[CH2:62][CH2:63][N:64]([C:51](=[O:53])[CH2:50][CH2:49][C:27]2[CH:28]=[CH:29][C:30]([C:32]([N:34]3[CH2:43][C:42]4[CH:41]=[N:40][N:39]([CH3:44])[C:38]=4[NH:37][C:36]4[CH:45]=[CH:46][CH:47]=[CH:48][C:35]3=4)=[O:33])=[CH:31][C:26]=2[CH3:25])[CH2:65][CH2:66]1)=[O:60], predict the reactants needed to synthesize it. The reactants are: CN(C(ON1N=NC2C=CC=CC1=2)=[N+](C)C)C.F[P-](F)(F)(F)(F)F.[CH3:25][C:26]1[CH:31]=[C:30]([C:32]([N:34]2[CH2:43][C:42]3[CH:41]=[N:40][N:39]([CH3:44])[C:38]=3[NH:37][C:36]3[CH:45]=[CH:46][CH:47]=[CH:48][C:35]2=3)=[O:33])[CH:29]=[CH:28][C:27]=1[CH2:49][CH2:50][C:51]([OH:53])=O.[O:54]1[CH:58]=[CH:57][CH:56]=[C:55]1[C:59]([N:61]1[CH2:66][CH2:65][NH:64][CH2:63][CH2:62]1)=[O:60]. (2) Given the product [S:1]1[C:5]2[CH:6]=[CH:7][CH:8]=[CH:9][C:4]=2[C:3]([N:10]2[CH2:11][CH2:12][N:13]([CH2:16][CH2:17][C:18]3[CH:27]=[CH:26][C:25]4[N:24]([CH2:35][CH3:36])[C:23](=[O:28])[C:22]5[CH2:29][CH2:30][CH2:31][C:21]=5[C:20]=4[CH:19]=3)[CH2:14][CH2:15]2)=[N:2]1, predict the reactants needed to synthesize it. The reactants are: [S:1]1[C:5]2[CH:6]=[CH:7][CH:8]=[CH:9][C:4]=2[C:3]([N:10]2[CH2:15][CH2:14][N:13]([CH2:16][CH2:17][C:18]3[CH:27]=[CH:26][C:25]4[NH:24][C:23](=[O:28])[C:22]5[CH2:29][CH2:30][CH2:31][C:21]=5[C:20]=4[CH:19]=3)[CH2:12][CH2:11]2)=[N:2]1.[H-].[Na+].I[CH2:35][CH3:36]. (3) The reactants are: [C:1]([N:4]1[C:13]2[C:8](=[CH:9][C:10]([C:14]3[CH:22]=[CH:21][C:17]([C:18]([OH:20])=O)=[CH:16][CH:15]=3)=[CH:11][CH:12]=2)[C@H:7]([NH:23][C:24]2[CH:29]=[CH:28][C:27]([C:30]#[N:31])=[CH:26][N:25]=2)[CH2:6][C@@H:5]1[CH3:32])(=[O:3])[CH3:2].C(Cl)CCl.C1C=CC2N(O)N=NC=2C=1.Cl.C([N:50]1CC[O:53][CH2:52][CH2:51]1)C.NCCO.C1C=CC2N(O)N=NC=2C=1. Given the product [C:1]([N:4]1[C:13]2[C:8](=[CH:9][C:10]([C:14]3[CH:15]=[CH:16][C:17]([C:18]([NH:50][CH2:51][CH2:52][OH:53])=[O:20])=[CH:21][CH:22]=3)=[CH:11][CH:12]=2)[C@H:7]([NH:23][C:24]2[CH:29]=[CH:28][C:27]([C:30]#[N:31])=[CH:26][N:25]=2)[CH2:6][C@@H:5]1[CH3:32])(=[O:3])[CH3:2], predict the reactants needed to synthesize it. (4) Given the product [P:1]([OH:41])([OH:42])([O:3][CH2:4][N:5]1[CH:10]=[CH:9][C:8]([NH:11][C:12](=[O:31])[C:13]2[CH:18]=[C:17]([Cl:19])[C:16]([Cl:20])=[CH:15][C:14]=2[O:21][C:22]2[CH:27]=[CH:26][C:25]([F:28])=[CH:24][C:23]=2[O:29][CH3:30])=[CH:7][C:6]1=[O:32])=[O:2], predict the reactants needed to synthesize it. The reactants are: [P:1]([O-:42])([O-:41])([O:3][C:4](C(C)(C)C)(C(C)(C)C)[N:5]1[CH:10]=[CH:9][C:8]([NH:11][C:12](=[O:31])[C:13]2[CH:18]=[C:17]([Cl:19])[C:16]([Cl:20])=[CH:15][C:14]=2[O:21][C:22]2[CH:27]=[CH:26][C:25]([F:28])=[CH:24][C:23]=2[O:29][CH3:30])=[CH:7][C:6]1=[O:32])=[O:2].CC(O)=O. (5) Given the product [NH2:16][C:14]1[CH:13]=[CH:12][C:7]([C:8]([O:10][CH3:11])=[O:9])=[C:6]([O:5][CH2:4][CH:1]2[CH2:3][CH2:2]2)[CH:15]=1, predict the reactants needed to synthesize it. The reactants are: [CH:1]1([CH2:4][O:5][C:6]2[CH:15]=[C:14]([N+:16]([O-])=O)[CH:13]=[CH:12][C:7]=2[C:8]([O:10][CH3:11])=[O:9])[CH2:3][CH2:2]1. (6) Given the product [Si:1]([O:8][CH2:9][C:10]1[S:14][C:13]([C:15]#[N:24])=[C:12]([CH2:17][CH3:18])[CH:11]=1)([C:4]([CH3:7])([CH3:6])[CH3:5])([CH3:3])[CH3:2], predict the reactants needed to synthesize it. The reactants are: [Si:1]([O:8][CH2:9][C:10]1[S:14][C:13]([CH:15]=O)=[C:12]([CH2:17][CH3:18])[CH:11]=1)([C:4]([CH3:7])([CH3:6])[CH3:5])([CH3:3])[CH3:2].Cl.NO.C([N:24](CC)CC)C.C1(N=C=NC2CCCCC2)CCCCC1. (7) Given the product [CH3:1][O:2][C:3](=[O:33])[C:4]1[CH:5]=[CH:6][C:7]([CH2:10][N:11]2[C:12]([C:13](=[O:15])[CH3:14])=[C:24]([C:25]3[CH:30]=[CH:29][CH:28]=[CH:27][CH:26]=3)[C:18]3[C:17](=[CH:22][CH:21]=[C:20]([Cl:23])[CH:19]=3)[C:16]2=[O:32])=[CH:8][CH:9]=1, predict the reactants needed to synthesize it. The reactants are: [CH3:1][O:2][C:3](=[O:33])[C:4]1[CH:9]=[CH:8][C:7]([CH2:10][N:11]([C:16](=[O:32])[C:17]2[CH:22]=[CH:21][C:20]([Cl:23])=[CH:19][C:18]=2[C:24](=O)[C:25]2[CH:30]=[CH:29][CH:28]=[CH:27][CH:26]=2)[CH2:12][C:13](=[O:15])[CH3:14])=[CH:6][CH:5]=1.CO.N12CCCN=C1CCCCC2.